This data is from Full USPTO retrosynthesis dataset with 1.9M reactions from patents (1976-2016). The task is: Predict the reactants needed to synthesize the given product. (1) Given the product [CH2:36]([O:35][CH2:34][C@H:16]([NH:15][C:12](=[O:14])[CH2:11][N:8]1[CH2:7][CH2:6][N:5]([CH:2]([CH3:3])[CH3:4])[CH2:10][CH2:9]1)[C:17]([NH:19][C:20]1[CH:25]=[CH:24][C:23]([O:26][C:27]2[CH:32]=[CH:31][C:30]([F:33])=[CH:29][CH:28]=2)=[CH:22][CH:21]=1)=[O:18])[C:37]1[CH:42]=[CH:41][CH:40]=[CH:39][CH:38]=1, predict the reactants needed to synthesize it. The reactants are: Cl.[CH:2]([N:5]1[CH2:10][CH2:9][N:8]([CH2:11][C:12]([OH:14])=O)[CH2:7][CH2:6]1)([CH3:4])[CH3:3].[NH2:15][C@@H:16]([CH2:34][O:35][CH2:36][C:37]1[CH:42]=[CH:41][CH:40]=[CH:39][CH:38]=1)[C:17]([NH:19][C:20]1[CH:25]=[CH:24][C:23]([O:26][C:27]2[CH:32]=[CH:31][C:30]([F:33])=[CH:29][CH:28]=2)=[CH:22][CH:21]=1)=[O:18]. (2) The reactants are: [CH3:1][NH:2][C:3]1[CH:8]=[CH:7][C:6]([C:9]([F:12])([F:11])[F:10])=[CH:5][N:4]=1.[CH2:13]([S:15][C:16]1[C:17]([C:26]([OH:28])=O)=[N:18][CH:19]=[C:20]([C:22]([F:25])([F:24])[F:23])[CH:21]=1)[CH3:14].CCN=C=NCCCN(C)C.Cl.C1C=CC2N(O)N=NC=2C=1.C(=O)(O)[O-].[Na+]. Given the product [CH2:13]([S:15][C:16]1[C:17]([C:26]([N:2]([CH3:1])[C:3]2[CH:8]=[CH:7][C:6]([C:9]([F:11])([F:10])[F:12])=[CH:5][N:4]=2)=[O:28])=[N:18][CH:19]=[C:20]([C:22]([F:23])([F:24])[F:25])[CH:21]=1)[CH3:14], predict the reactants needed to synthesize it. (3) Given the product [CH3:1][O:2][C:3]1[CH:8]=[CH:7][C:6]([O:9][C@@H:30]([CH3:29])[CH2:31][C@H:32]([OH:34])[CH3:33])=[CH:5][CH:4]=1.[CH3:1][O:2][C:3]1[CH:8]=[CH:7][C:6]([OH:9])=[CH:5][CH:4]=1, predict the reactants needed to synthesize it. The reactants are: [CH3:1][O:2][C:3]1[CH:8]=[CH:7][C:6]([OH:9])=[CH:5][CH:4]=1.C1(P(C2C=CC=CC=2)C2C=CC=CC=2)C=CC=CC=1.[CH3:29][C@@H:30](O)[CH2:31][C@H:32]([OH:34])[CH3:33].COCCOC(N=NC(OCCOC)=O)=O. (4) Given the product [CH2:1]([O:8][C:9]1[CH:14]=[C:13]([O:15][CH2:16][C:17]2[CH:22]=[CH:21][CH:20]=[CH:19][CH:18]=2)[C:12]([CH:23]([CH3:25])[CH3:24])=[CH:11][C:10]=1[C:26]1[O:30][N:29]=[C:28]([C:31]([NH:32][CH2:33][CH3:34])=[O:35])[C:27]=1[C:36]1[N:40]=[C:39]([C:41]([N:46]2[CH2:50][CH2:49][CH2:48][CH2:47]2)=[O:43])[O:38][N:37]=1)[C:2]1[CH:7]=[CH:6][CH:5]=[CH:4][CH:3]=1, predict the reactants needed to synthesize it. The reactants are: [CH2:1]([O:8][C:9]1[CH:14]=[C:13]([O:15][CH2:16][C:17]2[CH:22]=[CH:21][CH:20]=[CH:19][CH:18]=2)[C:12]([CH:23]([CH3:25])[CH3:24])=[CH:11][C:10]=1[C:26]1[O:30][N:29]=[C:28]([C:31](=[O:35])[NH:32][CH2:33][CH3:34])[C:27]=1[C:36]1[N:40]=[C:39]([C:41]([O:43]CC)=O)[O:38][N:37]=1)[C:2]1[CH:7]=[CH:6][CH:5]=[CH:4][CH:3]=1.[NH:46]1[CH2:50][CH2:49][CH2:48][CH2:47]1. (5) Given the product [CH2:19]([Si:18]([CH2:23][CH3:24])([CH2:21][CH3:22])[C:11]1[S:7][C:8]([C:12]2[CH:17]=[CH:16][CH:15]=[CH:14][N:13]=2)=[CH:9][CH:10]=1)[CH3:20], predict the reactants needed to synthesize it. The reactants are: CC([O-])(C)C.[K+].[S:7]1[CH:11]=[CH:10][CH:9]=[C:8]1[C:12]1[CH:17]=[CH:16][CH:15]=[CH:14][N:13]=1.[SiH:18]([CH2:23][CH3:24])([CH2:21][CH3:22])[CH2:19][CH3:20]. (6) Given the product [CH3:18][O:17][C@@H:13]([CH2:12][C:9]1[CH:10]=[CH:11][C:6]([O:5][CH2:4][CH2:3][CH2:2][O:1][C:20]2[CH:21]=[C:22]3[C:27](=[CH:28][CH:29]=2)[O:26][CH:25]([C:30]2[CH:31]=[CH:32][CH:33]=[CH:34][CH:35]=2)[CH2:24][C:23]3=[O:36])=[CH:7][CH:8]=1)[C:14]([OH:16])=[O:15], predict the reactants needed to synthesize it. The reactants are: [OH:1][CH2:2][CH2:3][CH2:4][O:5][C:6]1[CH:11]=[CH:10][C:9]([CH2:12][C@H:13]([O:17][CH3:18])[C:14]([OH:16])=[O:15])=[CH:8][CH:7]=1.O[C:20]1[CH:21]=[C:22]2[C:27](=[CH:28][CH:29]=1)[O:26][C:25]([C:30]1[CH:35]=[CH:34][CH:33]=[CH:32][CH:31]=1)=[CH:24][C:23]2=[O:36].